From a dataset of NCI-60 drug combinations with 297,098 pairs across 59 cell lines. Regression. Given two drug SMILES strings and cell line genomic features, predict the synergy score measuring deviation from expected non-interaction effect. (1) Drug 1: CC1=C2C(C(=O)C3(C(CC4C(C3C(C(C2(C)C)(CC1OC(=O)C(C(C5=CC=CC=C5)NC(=O)OC(C)(C)C)O)O)OC(=O)C6=CC=CC=C6)(CO4)OC(=O)C)OC)C)OC. Drug 2: C1=NC2=C(N=C(N=C2N1C3C(C(C(O3)CO)O)O)F)N. Cell line: SK-MEL-28. Synergy scores: CSS=16.1, Synergy_ZIP=-2.50, Synergy_Bliss=-5.31, Synergy_Loewe=-8.63, Synergy_HSA=-2.46. (2) Drug 1: C1=CC(=CC=C1CC(C(=O)O)N)N(CCCl)CCCl.Cl. Drug 2: CCCCC(=O)OCC(=O)C1(CC(C2=C(C1)C(=C3C(=C2O)C(=O)C4=C(C3=O)C=CC=C4OC)O)OC5CC(C(C(O5)C)O)NC(=O)C(F)(F)F)O. Cell line: OVCAR3. Synergy scores: CSS=13.2, Synergy_ZIP=-3.40, Synergy_Bliss=0.132, Synergy_Loewe=-2.24, Synergy_HSA=-1.90. (3) Drug 1: C1=CC(=CC=C1CCCC(=O)O)N(CCCl)CCCl. Drug 2: C1C(C(OC1N2C=NC3=C2NC=NCC3O)CO)O. Cell line: SK-MEL-2. Synergy scores: CSS=-1.98, Synergy_ZIP=-3.56, Synergy_Bliss=-3.81, Synergy_Loewe=-4.32, Synergy_HSA=-4.00. (4) Drug 1: CCC1(CC2CC(C3=C(CCN(C2)C1)C4=CC=CC=C4N3)(C5=C(C=C6C(=C5)C78CCN9C7C(C=CC9)(C(C(C8N6C=O)(C(=O)OC)O)OC(=O)C)CC)OC)C(=O)OC)O.OS(=O)(=O)O. Drug 2: CCC1=C2CN3C(=CC4=C(C3=O)COC(=O)C4(CC)O)C2=NC5=C1C=C(C=C5)O. Cell line: U251. Synergy scores: CSS=33.9, Synergy_ZIP=-4.89, Synergy_Bliss=-9.11, Synergy_Loewe=-10.2, Synergy_HSA=-6.72. (5) Drug 1: CC(CN1CC(=O)NC(=O)C1)N2CC(=O)NC(=O)C2. Drug 2: CC1=CC2C(CCC3(C2CCC3(C(=O)C)OC(=O)C)C)C4(C1=CC(=O)CC4)C. Cell line: NCI-H522. Synergy scores: CSS=20.7, Synergy_ZIP=-2.10, Synergy_Bliss=5.72, Synergy_Loewe=3.98, Synergy_HSA=6.04. (6) Drug 1: CCC1(CC2CC(C3=C(CCN(C2)C1)C4=CC=CC=C4N3)(C5=C(C=C6C(=C5)C78CCN9C7C(C=CC9)(C(C(C8N6C)(C(=O)OC)O)OC(=O)C)CC)OC)C(=O)OC)O.OS(=O)(=O)O. Drug 2: C1=CC=C(C=C1)NC(=O)CCCCCCC(=O)NO. Cell line: SNB-19. Synergy scores: CSS=-0.437, Synergy_ZIP=3.76, Synergy_Bliss=2.45, Synergy_Loewe=-7.26, Synergy_HSA=-6.91. (7) Drug 1: CCCCCOC(=O)NC1=NC(=O)N(C=C1F)C2C(C(C(O2)C)O)O. Drug 2: CC1=C2C(C(=O)C3(C(CC4C(C3C(C(C2(C)C)(CC1OC(=O)C(C(C5=CC=CC=C5)NC(=O)C6=CC=CC=C6)O)O)OC(=O)C7=CC=CC=C7)(CO4)OC(=O)C)O)C)OC(=O)C. Cell line: SK-OV-3. Synergy scores: CSS=4.35, Synergy_ZIP=-3.27, Synergy_Bliss=-0.00235, Synergy_Loewe=-11.4, Synergy_HSA=-1.72. (8) Drug 1: COC1=CC(=CC(=C1O)OC)C2C3C(COC3=O)C(C4=CC5=C(C=C24)OCO5)OC6C(C(C7C(O6)COC(O7)C8=CC=CS8)O)O. Drug 2: CCC1(C2=C(COC1=O)C(=O)N3CC4=CC5=C(C=CC(=C5CN(C)C)O)N=C4C3=C2)O.Cl. Cell line: A549. Synergy scores: CSS=51.0, Synergy_ZIP=0.218, Synergy_Bliss=1.99, Synergy_Loewe=4.41, Synergy_HSA=5.37. (9) Drug 1: CC1OCC2C(O1)C(C(C(O2)OC3C4COC(=O)C4C(C5=CC6=C(C=C35)OCO6)C7=CC(=C(C(=C7)OC)O)OC)O)O. Drug 2: CC1C(C(CC(O1)OC2CC(CC3=C2C(=C4C(=C3O)C(=O)C5=CC=CC=C5C4=O)O)(C(=O)C)O)N)O. Cell line: RXF 393. Synergy scores: CSS=61.9, Synergy_ZIP=-3.27, Synergy_Bliss=0.833, Synergy_Loewe=-11.3, Synergy_HSA=3.85. (10) Drug 1: CC=C1C(=O)NC(C(=O)OC2CC(=O)NC(C(=O)NC(CSSCCC=C2)C(=O)N1)C(C)C)C(C)C. Drug 2: C1CC(=O)NC(=O)C1N2C(=O)C3=CC=CC=C3C2=O. Cell line: OVCAR-4. Synergy scores: CSS=17.0, Synergy_ZIP=-6.76, Synergy_Bliss=2.03, Synergy_Loewe=-34.6, Synergy_HSA=-1.71.